From a dataset of NCI-60 drug combinations with 297,098 pairs across 59 cell lines. Regression. Given two drug SMILES strings and cell line genomic features, predict the synergy score measuring deviation from expected non-interaction effect. (1) Drug 1: C1=NC2=C(N=C(N=C2N1C3C(C(C(O3)CO)O)F)Cl)N. Drug 2: C1CN1C2=NC(=NC(=N2)N3CC3)N4CC4. Cell line: M14. Synergy scores: CSS=31.7, Synergy_ZIP=0.175, Synergy_Bliss=2.63, Synergy_Loewe=-0.303, Synergy_HSA=1.10. (2) Drug 1: CC1=C2C(C(=O)C3(C(CC4C(C3C(C(C2(C)C)(CC1OC(=O)C(C(C5=CC=CC=C5)NC(=O)OC(C)(C)C)O)O)OC(=O)C6=CC=CC=C6)(CO4)OC(=O)C)O)C)O. Drug 2: C1C(C(OC1N2C=NC(=NC2=O)N)CO)O. Cell line: PC-3. Synergy scores: CSS=8.87, Synergy_ZIP=-4.65, Synergy_Bliss=0.000622, Synergy_Loewe=4.42, Synergy_HSA=3.73. (3) Drug 1: CN1CCC(CC1)COC2=C(C=C3C(=C2)N=CN=C3NC4=C(C=C(C=C4)Br)F)OC. Drug 2: C1CCN(CC1)CCOC2=CC=C(C=C2)C(=O)C3=C(SC4=C3C=CC(=C4)O)C5=CC=C(C=C5)O. Cell line: SW-620. Synergy scores: CSS=6.66, Synergy_ZIP=0.375, Synergy_Bliss=6.35, Synergy_Loewe=3.53, Synergy_HSA=3.59. (4) Synergy scores: CSS=8.45, Synergy_ZIP=-2.40, Synergy_Bliss=0.900, Synergy_Loewe=-10.3, Synergy_HSA=0.439. Drug 2: C1CN(P(=O)(OC1)NCCCl)CCCl. Cell line: SW-620. Drug 1: C(=O)(N)NO. (5) Drug 1: CN1C2=C(C=C(C=C2)N(CCCl)CCCl)N=C1CCCC(=O)O.Cl. Drug 2: C1CN(CCN1C(=O)CCBr)C(=O)CCBr. Cell line: SK-MEL-28. Synergy scores: CSS=18.4, Synergy_ZIP=-1.63, Synergy_Bliss=2.23, Synergy_Loewe=-3.21, Synergy_HSA=1.24. (6) Drug 1: CC1=C2C(C(=O)C3(C(CC4C(C3C(C(C2(C)C)(CC1OC(=O)C(C(C5=CC=CC=C5)NC(=O)OC(C)(C)C)O)O)OC(=O)C6=CC=CC=C6)(CO4)OC(=O)C)OC)C)OC. Drug 2: CN(C)N=NC1=C(NC=N1)C(=O)N. Cell line: PC-3. Synergy scores: CSS=56.7, Synergy_ZIP=16.8, Synergy_Bliss=16.9, Synergy_Loewe=-7.88, Synergy_HSA=16.8. (7) Drug 1: C(CC(=O)O)C(=O)CN.Cl. Drug 2: C1CN(CCN1C(=O)CCBr)C(=O)CCBr. Cell line: M14. Synergy scores: CSS=16.0, Synergy_ZIP=-6.67, Synergy_Bliss=0.204, Synergy_Loewe=-1.55, Synergy_HSA=0.950. (8) Drug 1: CC12CCC(CC1=CCC3C2CCC4(C3CC=C4C5=CN=CC=C5)C)O. Drug 2: C1=NC2=C(N=C(N=C2N1C3C(C(C(O3)CO)O)O)F)N. Cell line: UO-31. Synergy scores: CSS=12.4, Synergy_ZIP=10.1, Synergy_Bliss=8.72, Synergy_Loewe=3.05, Synergy_HSA=8.30. (9) Drug 1: C1CNP(=O)(OC1)N(CCCl)CCCl. Drug 2: CCC1(C2=C(COC1=O)C(=O)N3CC4=CC5=C(C=CC(=C5CN(C)C)O)N=C4C3=C2)O.Cl. Cell line: SF-295. Synergy scores: CSS=-17.8, Synergy_ZIP=-8.21, Synergy_Bliss=-29.3, Synergy_Loewe=-105, Synergy_HSA=-47.9. (10) Drug 1: COC1=NC(=NC2=C1N=CN2C3C(C(C(O3)CO)O)O)N. Drug 2: CC1CCC2CC(C(=CC=CC=CC(CC(C(=O)C(C(C(=CC(C(=O)CC(OC(=O)C3CCCCN3C(=O)C(=O)C1(O2)O)C(C)CC4CCC(C(C4)OC)OCCO)C)C)O)OC)C)C)C)OC. Cell line: MDA-MB-435. Synergy scores: CSS=4.41, Synergy_ZIP=-0.902, Synergy_Bliss=0.664, Synergy_Loewe=-9.65, Synergy_HSA=-2.19.